This data is from NCI-60 drug combinations with 297,098 pairs across 59 cell lines. The task is: Regression. Given two drug SMILES strings and cell line genomic features, predict the synergy score measuring deviation from expected non-interaction effect. (1) Drug 1: CN1CCC(CC1)COC2=C(C=C3C(=C2)N=CN=C3NC4=C(C=C(C=C4)Br)F)OC. Drug 2: CNC(=O)C1=NC=CC(=C1)OC2=CC=C(C=C2)NC(=O)NC3=CC(=C(C=C3)Cl)C(F)(F)F. Cell line: SNB-19. Synergy scores: CSS=19.4, Synergy_ZIP=-8.54, Synergy_Bliss=-5.79, Synergy_Loewe=-15.3, Synergy_HSA=-8.62. (2) Drug 1: C1CC(C1)(C(=O)O)C(=O)O.[NH2-].[NH2-].[Pt+2]. Drug 2: CC12CCC3C(C1CCC2O)C(CC4=C3C=CC(=C4)O)CCCCCCCCCS(=O)CCCC(C(F)(F)F)(F)F. Cell line: MDA-MB-231. Synergy scores: CSS=3.31, Synergy_ZIP=-1.19, Synergy_Bliss=0.640, Synergy_Loewe=-5.32, Synergy_HSA=-2.33. (3) Drug 1: CC1C(C(CC(O1)OC2CC(OC(C2O)C)OC3=CC4=CC5=C(C(=O)C(C(C5)C(C(=O)C(C(C)O)O)OC)OC6CC(C(C(O6)C)O)OC7CC(C(C(O7)C)O)OC8CC(C(C(O8)C)O)(C)O)C(=C4C(=C3C)O)O)O)O. Drug 2: C1=CC=C(C(=C1)C(C2=CC=C(C=C2)Cl)C(Cl)Cl)Cl. Cell line: ACHN. Synergy scores: CSS=25.8, Synergy_ZIP=1.05, Synergy_Bliss=0.878, Synergy_Loewe=-53.9, Synergy_HSA=-0.835. (4) Drug 1: CC12CCC(CC1=CCC3C2CCC4(C3CC=C4C5=CN=CC=C5)C)O. Drug 2: CCN(CC)CCCC(C)NC1=C2C=C(C=CC2=NC3=C1C=CC(=C3)Cl)OC. Cell line: SK-MEL-5. Synergy scores: CSS=-4.97, Synergy_ZIP=-1.31, Synergy_Bliss=-6.62, Synergy_Loewe=-18.7, Synergy_HSA=-8.33. (5) Drug 1: CC1C(C(CC(O1)OC2CC(CC3=C2C(=C4C(=C3O)C(=O)C5=C(C4=O)C(=CC=C5)OC)O)(C(=O)C)O)N)O.Cl. Drug 2: C1CC(=O)NC(=O)C1N2C(=O)C3=CC=CC=C3C2=O. Cell line: BT-549. Synergy scores: CSS=11.6, Synergy_ZIP=-3.20, Synergy_Bliss=0.941, Synergy_Loewe=-19.7, Synergy_HSA=0.343. (6) Drug 1: CN(C(=O)NC(C=O)C(C(C(CO)O)O)O)N=O. Drug 2: C1CN(P(=O)(OC1)NCCCl)CCCl. Cell line: HOP-92. Synergy scores: CSS=-3.95, Synergy_ZIP=0.732, Synergy_Bliss=-2.94, Synergy_Loewe=-5.82, Synergy_HSA=-6.57. (7) Drug 1: CC1=C(C=C(C=C1)NC2=NC=CC(=N2)N(C)C3=CC4=NN(C(=C4C=C3)C)C)S(=O)(=O)N.Cl. Drug 2: C1=CC(=CC=C1CCCC(=O)O)N(CCCl)CCCl. Cell line: HCC-2998. Synergy scores: CSS=-1.88, Synergy_ZIP=1.04, Synergy_Bliss=-4.14, Synergy_Loewe=-17.8, Synergy_HSA=-14.2. (8) Cell line: K-562. Synergy scores: CSS=45.7, Synergy_ZIP=-9.83, Synergy_Bliss=-9.16, Synergy_Loewe=-4.13, Synergy_HSA=-3.14. Drug 2: CN(C(=O)NC(C=O)C(C(C(CO)O)O)O)N=O. Drug 1: C1CN1C2=NC(=NC(=N2)N3CC3)N4CC4. (9) Drug 1: CC1CCC2CC(C(=CC=CC=CC(CC(C(=O)C(C(C(=CC(C(=O)CC(OC(=O)C3CCCCN3C(=O)C(=O)C1(O2)O)C(C)CC4CCC(C(C4)OC)OCCO)C)C)O)OC)C)C)C)OC. Drug 2: C1CNP(=O)(OC1)N(CCCl)CCCl. Cell line: UACC62. Synergy scores: CSS=4.19, Synergy_ZIP=-0.807, Synergy_Bliss=2.65, Synergy_Loewe=-0.158, Synergy_HSA=1.28.